Regression. Given a peptide amino acid sequence and an MHC pseudo amino acid sequence, predict their binding affinity value. This is MHC class I binding data. From a dataset of Peptide-MHC class I binding affinity with 185,985 pairs from IEDB/IMGT. (1) The peptide sequence is ANRLTTLQR. The MHC is HLA-B48:01 with pseudo-sequence HLA-B48:01. The binding affinity (normalized) is 0.0847. (2) The peptide sequence is IPLTEEAEL. The MHC is HLA-B42:01 with pseudo-sequence HLA-B42:01. The binding affinity (normalized) is 0.398. (3) The peptide sequence is LTSVDIETA. The MHC is HLA-A02:06 with pseudo-sequence HLA-A02:06. The binding affinity (normalized) is 0.470. (4) The peptide sequence is CQITRRDWSF. The MHC is HLA-A30:02 with pseudo-sequence HLA-A30:02. The binding affinity (normalized) is 0.437. (5) The peptide sequence is NTPEALCDPTK. The MHC is Mamu-A01 with pseudo-sequence Mamu-A01. The binding affinity (normalized) is 0.568. (6) The peptide sequence is SLISDQLLM. The MHC is HLA-A24:02 with pseudo-sequence HLA-A24:02. The binding affinity (normalized) is 0.000597.